This data is from Full USPTO retrosynthesis dataset with 1.9M reactions from patents (1976-2016). The task is: Predict the reactants needed to synthesize the given product. Given the product [CH3:1][C:2]1([C:5]#[C:6][C:7]2[CH:13]=[C:12]([N+:14]([O-:16])=[O:15])[CH:11]=[CH:10][C:8]=2[NH:9][C:23](=[O:27])[CH2:24][CH2:25][CH3:26])[CH2:4][CH2:3]1, predict the reactants needed to synthesize it. The reactants are: [CH3:1][C:2]1([C:5]#[C:6][C:7]2[CH:13]=[C:12]([N+:14]([O-:16])=[O:15])[CH:11]=[CH:10][C:8]=2[NH2:9])[CH2:4][CH2:3]1.N1C=CC=CC=1.[C:23](Cl)(=[O:27])[CH2:24][CH2:25][CH3:26].